From a dataset of NCI-60 drug combinations with 297,098 pairs across 59 cell lines. Regression. Given two drug SMILES strings and cell line genomic features, predict the synergy score measuring deviation from expected non-interaction effect. (1) Cell line: BT-549. Drug 1: CC1=C2C(C(=O)C3(C(CC4C(C3C(C(C2(C)C)(CC1OC(=O)C(C(C5=CC=CC=C5)NC(=O)OC(C)(C)C)O)O)OC(=O)C6=CC=CC=C6)(CO4)OC(=O)C)OC)C)OC. Synergy scores: CSS=56.1, Synergy_ZIP=3.58, Synergy_Bliss=4.01, Synergy_Loewe=3.06, Synergy_HSA=4.98. Drug 2: C#CCC(CC1=CN=C2C(=N1)C(=NC(=N2)N)N)C3=CC=C(C=C3)C(=O)NC(CCC(=O)O)C(=O)O. (2) Drug 1: C1CCC(C1)C(CC#N)N2C=C(C=N2)C3=C4C=CNC4=NC=N3. Drug 2: CC1C(C(CC(O1)OC2CC(CC3=C2C(=C4C(=C3O)C(=O)C5=C(C4=O)C(=CC=C5)OC)O)(C(=O)CO)O)N)O.Cl. Cell line: HOP-62. Synergy scores: CSS=47.4, Synergy_ZIP=3.55, Synergy_Bliss=6.42, Synergy_Loewe=-14.7, Synergy_HSA=5.62. (3) Drug 1: C1=CC=C(C=C1)NC(=O)CCCCCCC(=O)NO. Drug 2: N.N.Cl[Pt+2]Cl. Cell line: IGROV1. Synergy scores: CSS=72.2, Synergy_ZIP=4.66, Synergy_Bliss=5.24, Synergy_Loewe=7.16, Synergy_HSA=8.79. (4) Drug 1: C1CC(C1)(C(=O)O)C(=O)O.[NH2-].[NH2-].[Pt+2]. Drug 2: CC1=C(N=C(N=C1N)C(CC(=O)N)NCC(C(=O)N)N)C(=O)NC(C(C2=CN=CN2)OC3C(C(C(C(O3)CO)O)O)OC4C(C(C(C(O4)CO)O)OC(=O)N)O)C(=O)NC(C)C(C(C)C(=O)NC(C(C)O)C(=O)NCCC5=NC(=CS5)C6=NC(=CS6)C(=O)NCCC[S+](C)C)O. Cell line: NCI/ADR-RES. Synergy scores: CSS=31.6, Synergy_ZIP=-0.926, Synergy_Bliss=-3.07, Synergy_Loewe=-34.9, Synergy_HSA=-3.81. (5) Drug 1: CC1=C(C(=CC=C1)Cl)NC(=O)C2=CN=C(S2)NC3=CC(=NC(=N3)C)N4CCN(CC4)CCO. Drug 2: C#CCC(CC1=CN=C2C(=N1)C(=NC(=N2)N)N)C3=CC=C(C=C3)C(=O)NC(CCC(=O)O)C(=O)O. Cell line: KM12. Synergy scores: CSS=44.1, Synergy_ZIP=0.861, Synergy_Bliss=-2.87, Synergy_Loewe=-20.7, Synergy_HSA=-2.39. (6) Cell line: HCC-2998. Drug 2: CC1=C(C(=O)C2=C(C1=O)N3CC4C(C3(C2COC(=O)N)OC)N4)N. Drug 1: CC1C(C(CC(O1)OC2CC(CC3=C2C(=C4C(=C3O)C(=O)C5=C(C4=O)C(=CC=C5)OC)O)(C(=O)C)O)N)O.Cl. Synergy scores: CSS=28.2, Synergy_ZIP=-5.25, Synergy_Bliss=-5.29, Synergy_Loewe=-5.63, Synergy_HSA=-1.65.